From a dataset of Full USPTO retrosynthesis dataset with 1.9M reactions from patents (1976-2016). Predict the reactants needed to synthesize the given product. Given the product [CH:27]1([N:30]([CH:31]2[CH2:32][CH2:33][N:34]([CH3:37])[CH2:35][CH2:36]2)[S:23]([C:20]2[CH:21]=[CH:22][C:17]([NH:16][C:12]3[N:11]=[C:10]([NH:9][C:6]4[CH:7]=[CH:8][C:3]([F:2])=[CH:4][CH:5]=4)[CH:15]=[CH:14][N:13]=3)=[CH:18][CH:19]=2)(=[O:25])=[O:24])[CH2:29][CH2:28]1, predict the reactants needed to synthesize it. The reactants are: Cl.[F:2][C:3]1[CH:8]=[CH:7][C:6]([NH:9][C:10]2[CH:15]=[CH:14][N:13]=[C:12]([NH:16][C:17]3[CH:22]=[CH:21][C:20]([S:23](Cl)(=[O:25])=[O:24])=[CH:19][CH:18]=3)[N:11]=2)=[CH:5][CH:4]=1.[CH:27]1([NH:30][CH:31]2[CH2:36][CH2:35][N:34]([CH3:37])[CH2:33][CH2:32]2)[CH2:29][CH2:28]1.